Dataset: Catalyst prediction with 721,799 reactions and 888 catalyst types from USPTO. Task: Predict which catalyst facilitates the given reaction. (1) Reactant: [C:1](Cl)(=O)[C:2]([Cl:4])=[O:3].[N:7]1[CH:12]=[CH:11][CH:10]=[C:9](CC(O)=O)[CH:8]=1. Product: [N:7]1[CH:12]=[CH:11][CH:10]=[C:9]([CH2:1][C:2]([Cl:4])=[O:3])[CH:8]=1. The catalyst class is: 59. (2) Product: [CH2:1]([N:3]1[C:12]2[C:7](=[CH:8][CH:9]=[C:10]([O:23][CH2:24][C:25]3[CH:30]=[CH:29][C:28]([O:31][CH3:32])=[CH:27][CH:26]=3)[C:11]=2[O:13][CH2:14][C:15]2[CH:20]=[CH:19][C:18]([O:21][CH3:22])=[CH:17][CH:16]=2)[C:6](=[O:33])[C:5]([C:34]([NH:77][CH2:76][CH2:75][N:70]2[CH2:74][CH2:73][CH2:72][CH2:71]2)=[O:35])=[CH:4]1)[CH3:2]. Reactant: [CH2:1]([N:3]1[C:12]2[C:7](=[CH:8][CH:9]=[C:10]([O:23][CH2:24][C:25]3[CH:30]=[CH:29][C:28]([O:31][CH3:32])=[CH:27][CH:26]=3)[C:11]=2[O:13][CH2:14][C:15]2[CH:20]=[CH:19][C:18]([O:21][CH3:22])=[CH:17][CH:16]=2)[C:6](=[O:33])[C:5]([C:34](O)=[O:35])=[CH:4]1)[CH3:2].CN(C(ON1N=NC2C=CC=NC1=2)=[N+](C)C)C.F[P-](F)(F)(F)(F)F.CCN(C(C)C)C(C)C.[N:70]1([CH2:75][CH2:76][NH2:77])[CH2:74][CH2:73][CH2:72][CH2:71]1. The catalyst class is: 9. (3) Reactant: [OH:1][CH:2]([CH2:7][CH2:8][CH2:9][CH2:10][CH:11]=[CH2:12])[C:3]([O:5][CH3:6])=[O:4].O1[CH:18]=[CH:17][CH2:16][CH2:15][CH2:14]1.Cl[CH2:20]Cl. Product: [CH:14]1([O:1][CH:2]([CH2:7][CH2:8][CH2:9][CH2:10][CH:11]=[CH2:12])[C:3]([O:5][CH3:6])=[O:4])[CH2:20][CH2:18][CH2:17][CH2:16][CH2:15]1. The catalyst class is: 55. (4) Reactant: Cl.[F:2][C:3]1([F:9])[CH2:7][CH2:6][CH:5]([NH2:8])[CH2:4]1.[C:10](Cl)([O:12][CH2:13][C:14]1[CH:19]=[CH:18][CH:17]=[CH:16][CH:15]=1)=[O:11].O. Product: [F:2][C:3]1([F:9])[CH2:7][CH2:6][CH:5]([NH:8][C:10](=[O:11])[O:12][CH2:13][C:14]2[CH:19]=[CH:18][CH:17]=[CH:16][CH:15]=2)[CH2:4]1. The catalyst class is: 2.